The task is: Predict the reactants needed to synthesize the given product.. This data is from Full USPTO retrosynthesis dataset with 1.9M reactions from patents (1976-2016). (1) Given the product [F:1][C:2]([F:29])([F:28])[C:3]1[CH:4]=[C:5]([C@H:9]([O:11][C:12](=[O:27])[NH:13][C:14]2[N:15]([C:20]3[CH:25]=[CH:24][C:23]([C:38]4[CH:39]=[CH:40][C:41]([C:44]5([C:47]([NH:49][S:50]([CH3:53])(=[O:52])=[O:51])=[O:48])[CH2:46][CH2:45]5)=[CH:42][CH:43]=4)=[CH:22][CH:21]=3)[N:16]=[N:17][C:18]=2[CH3:19])[CH3:10])[CH:6]=[CH:7][CH:8]=1, predict the reactants needed to synthesize it. The reactants are: [F:1][C:2]([F:29])([F:28])[C:3]1[CH:4]=[C:5]([C@H:9]([O:11][C:12](=[O:27])[NH:13][C:14]2[N:15]([C:20]3[CH:25]=[CH:24][C:23](Br)=[CH:22][CH:21]=3)[N:16]=[N:17][C:18]=2[CH3:19])[CH3:10])[CH:6]=[CH:7][CH:8]=1.CC1(C)C(C)(C)OB([C:38]2[CH:43]=[CH:42][C:41]([C:44]3([C:47]([NH:49][S:50]([CH3:53])(=[O:52])=[O:51])=[O:48])[CH2:46][CH2:45]3)=[CH:40][CH:39]=2)O1.C([O-])([O-])=O.[Na+].[Na+]. (2) Given the product [NH2:30][C:31]1[N:32]=[CH:33][C:34]([C:2]2[N:3]=[C:4]([N:24]3[CH2:29][CH2:28][O:27][CH2:26][CH2:25]3)[C:5]3[S:10][C:9]([C:11]4[CH:12]=[C:13]([S:17]([CH2:20][C@@H:21]([OH:23])[CH3:22])(=[O:19])=[O:18])[CH:14]=[CH:15][CH:16]=4)=[CH:8][C:6]=3[N:7]=2)=[CH:35][CH:36]=1, predict the reactants needed to synthesize it. The reactants are: Cl[C:2]1[N:3]=[C:4]([N:24]2[CH2:29][CH2:28][O:27][CH2:26][CH2:25]2)[C:5]2[S:10][C:9]([C:11]3[CH:12]=[C:13]([S:17]([CH2:20][C@@H:21]([OH:23])[CH3:22])(=[O:19])=[O:18])[CH:14]=[CH:15][CH:16]=3)=[CH:8][C:6]=2[N:7]=1.[NH2:30][C:31]1[CH:36]=[CH:35][C:34](B2OC(C)(C)C(C)(C)O2)=[CH:33][N:32]=1.